Predict the product of the given reaction. From a dataset of Forward reaction prediction with 1.9M reactions from USPTO patents (1976-2016). Given the reactants Cl[CH2:2][C:3]1[CH:8]=[CH:7][C:6]([CH2:9][OH:10])=[CH:5][CH:4]=1.[NH:11]1[CH:15]=[C:14]([C:16]([O:18][CH2:19][CH3:20])=[O:17])[CH:13]=[N:12]1.C(=O)([O-])[O-].[K+].[K+], predict the reaction product. The product is: [CH2:19]([O:18][C:16]([C:14]1[CH:15]=[N:11][N:12]([CH2:2][C:3]2[CH:8]=[CH:7][C:6]([CH2:9][OH:10])=[CH:5][CH:4]=2)[CH:13]=1)=[O:17])[CH3:20].